Dataset: Peptide-MHC class I binding affinity with 185,985 pairs from IEDB/IMGT. Task: Regression. Given a peptide amino acid sequence and an MHC pseudo amino acid sequence, predict their binding affinity value. This is MHC class I binding data. (1) The peptide sequence is IVYKNCVLR. The MHC is HLA-A11:01 with pseudo-sequence HLA-A11:01. The binding affinity (normalized) is 0.637. (2) The peptide sequence is AIFQSSMTK. The MHC is HLA-A23:01 with pseudo-sequence HLA-A23:01. The binding affinity (normalized) is 0. (3) The peptide sequence is KRSTPFYTK. The MHC is HLA-A31:01 with pseudo-sequence HLA-A31:01. The binding affinity (normalized) is 0.0847. (4) The peptide sequence is RAIMATIQRK. The MHC is HLA-A33:01 with pseudo-sequence HLA-A33:01. The binding affinity (normalized) is 0. (5) The peptide sequence is TTSDFFVNY. The MHC is HLA-A02:12 with pseudo-sequence HLA-A02:12. The binding affinity (normalized) is 0.0847. (6) The peptide sequence is ALTSAMLDR. The MHC is HLA-A03:01 with pseudo-sequence HLA-A03:01. The binding affinity (normalized) is 0.661.